From a dataset of Catalyst prediction with 721,799 reactions and 888 catalyst types from USPTO. Predict which catalyst facilitates the given reaction. (1) Reactant: [F:1][C:2]1[CH:22]=[CH:21][C:5]([CH2:6][N:7]2[C:15]3[C:10](=[C:11]4[CH:19]=[CH:18][O:17][C:16](=[O:20])[C:12]4=[N:13][CH:14]=3)[CH:9]=[CH:8]2)=[CH:4][CH:3]=1. Product: [F:1][C:2]1[CH:3]=[CH:4][C:5]([CH2:6][N:7]2[C:15]3[C:10](=[C:11]4[CH2:19][CH2:18][O:17][C:16](=[O:20])[C:12]4=[N:13][CH:14]=3)[CH:9]=[CH:8]2)=[CH:21][CH:22]=1. The catalyst class is: 19. (2) Reactant: F[C:2]1[CH:7]=[C:6]([O:8][CH2:9][CH2:10][CH2:11][N:12]([CH2:15][CH3:16])[CH2:13][CH3:14])[CH:5]=[CH:4][C:3]=1[N+:17]([O-:19])=[O:18].C(=O)([O-])[O-].[NH4+:24].[NH4+].CCOC(C)=O. Product: [N+:17]([C:3]1[CH:4]=[CH:5][C:6]([O:8][CH2:9][CH2:10][CH2:11][N:12]([CH2:15][CH3:16])[CH2:13][CH3:14])=[CH:7][C:2]=1[NH2:24])([O-:19])=[O:18]. The catalyst class is: 3. (3) Reactant: CCN(P1(N(C)CCCN1C)=NC(C)(C)C)CC.[CH3:19][O:20][C:21](=[O:33])[CH2:22][C:23]1[C:31]2[C:26](=[N:27][CH:28]=[CH:29][CH:30]=2)[NH:25][C:24]=1[CH3:32].Br[CH2:35][C:36]1[CH:41]=[CH:40][C:39]([S:42]([CH2:45][CH3:46])(=[O:44])=[O:43])=[CH:38][CH:37]=1. Product: [CH3:19][O:20][C:21](=[O:33])[CH2:22][C:23]1[C:31]2[C:26](=[N:27][CH:28]=[CH:29][CH:30]=2)[N:25]([CH2:35][C:36]2[CH:37]=[CH:38][C:39]([S:42]([CH2:45][CH3:46])(=[O:44])=[O:43])=[CH:40][CH:41]=2)[C:24]=1[CH3:32]. The catalyst class is: 3. (4) Reactant: COC1C=C(OC)C=CC=1C[N:6]([C:29]1[CH:34]=[CH:33][N:32]=[CH:31][N:30]=1)[S:7]([C:10]1[CH:15]=[CH:14][C:13]([O:16][C@H:17]2[CH2:21][CH2:20][CH2:19][C@@H:18]2[C:22]2[N:26]([CH3:27])[N:25]=[CH:24][CH:23]=2)=[CH:12][C:11]=1[F:28])(=[O:9])=[O:8].C([SiH](CC)CC)C.FC(F)(F)C(O)=O. Product: [F:28][C:11]1[CH:12]=[C:13]([O:16][C@H:17]2[CH2:21][CH2:20][CH2:19][C@@H:18]2[C:22]2[N:26]([CH3:27])[N:25]=[CH:24][CH:23]=2)[CH:14]=[CH:15][C:10]=1[S:7]([NH:6][C:29]1[CH:34]=[CH:33][N:32]=[CH:31][N:30]=1)(=[O:8])=[O:9]. The catalyst class is: 4. (5) Reactant: [NH2:1][C:2]1[CH:7]=[CH:6][C:5]([F:8])=[CH:4][N:3]=1.[Cl:9][C:10]1[CH:19]=[CH:18][C:13]([C:14](=O)[CH2:15]Br)=[CH:12][CH:11]=1.[OH-].[Na+]. Product: [Cl:9][C:10]1[CH:19]=[CH:18][C:13]([C:14]2[N:1]=[C:2]3[CH:7]=[CH:6][C:5]([F:8])=[CH:4][N:3]3[CH:15]=2)=[CH:12][CH:11]=1. The catalyst class is: 8. (6) Reactant: C1(S([N:10]2[C:14]3[N:15]=[CH:16][N:17]=[C:18](Cl)[C:13]=3[CH:12]=[C:11]2[C:20]2[CH:21]=[N:22][N:23]([CH3:25])[CH:24]=2)(=O)=O)C=CC=CC=1.[C:26]([O:30][C:31](=[O:50])[NH:32][CH2:33][C:34]1[CH:39]=[CH:38][C:37](B2OC(C)(C)C(C)(C)O2)=[CH:36][C:35]=1[F:49])([CH3:29])([CH3:28])[CH3:27].C(=O)([O-])[O-].[K+].[K+].COCCOC. Product: [C:26]([O:30][C:31](=[O:50])[NH:32][CH2:33][C:34]1[CH:39]=[CH:38][C:37]([C:18]2[C:13]3[CH:12]=[C:11]([C:20]4[CH:21]=[N:22][N:23]([CH3:25])[CH:24]=4)[NH:10][C:14]=3[N:15]=[CH:16][N:17]=2)=[CH:36][C:35]=1[F:49])([CH3:29])([CH3:27])[CH3:28]. The catalyst class is: 257. (7) Reactant: Br[CH:2](Br)[CH2:3][C:4]12[CH2:17][CH:8]3[CH2:9][C:10]([CH2:13][CH:14](Br)Br)([CH2:12][C:6]([C:18]45[CH2:27][C:22]6([CH2:28][CH:29](Br)Br)[CH2:23][CH:24]([CH2:26][C:20]([CH2:32][CH:33](Br)Br)([CH2:21]6)[CH2:19]4)[CH2:25]5)([CH2:7]3)[CH2:5]1)[CH2:11]2.CC(C)([O-])C.[K+].O. Product: [C:28]([C:22]12[CH2:23][CH:24]3[CH2:26][C:20]([C:32]#[CH:33])([CH2:19][C:18]([C:6]45[CH2:5][C:4]6([C:3]#[CH:2])[CH2:17][CH:8]([CH2:9][C:10]([C:13]#[CH:14])([CH2:11]6)[CH2:12]4)[CH2:7]5)([CH2:25]3)[CH2:27]1)[CH2:21]2)#[CH:29]. The catalyst class is: 16.